This data is from Peptide-MHC class II binding affinity with 134,281 pairs from IEDB. The task is: Regression. Given a peptide amino acid sequence and an MHC pseudo amino acid sequence, predict their binding affinity value. This is MHC class II binding data. (1) The peptide sequence is IGAGLIFPRFEQLLE. The MHC is HLA-DQA10101-DQB10501 with pseudo-sequence HLA-DQA10101-DQB10501. The binding affinity (normalized) is 0.208. (2) The peptide sequence is DVEMTKEASREYEDK. The MHC is DRB1_0301 with pseudo-sequence DRB1_0301. The binding affinity (normalized) is 0.234. (3) The peptide sequence is KSAFQSSIASGFVGL. The MHC is DRB1_0301 with pseudo-sequence DRB1_0301. The binding affinity (normalized) is 0.526.